Dataset: Forward reaction prediction with 1.9M reactions from USPTO patents (1976-2016). Task: Predict the product of the given reaction. (1) Given the reactants [CH:1](=O)[C:2]1[CH:7]=[CH:6][CH:5]=[CH:4][CH:3]=1.Cl[CH2:10][C:11]([O:13]C)=O.[CH3:15][O-:16].[Na+].C(O)(=[O:20])C.[BrH:22].C(=O)(O)[O-].[Na+], predict the reaction product. The product is: [CH3:15][O:16][C:11](=[O:13])[CH:10]([OH:20])[CH:1]([Br:22])[C:2]1[CH:7]=[CH:6][CH:5]=[CH:4][CH:3]=1. (2) Given the reactants [NH2:1][C:2]1[CH:10]=[CH:9][C:8]([Cl:11])=[CH:7][C:3]=1[C:4]([OH:6])=[O:5].Cl[C:13](Cl)([O:15]C(=O)OC(Cl)(Cl)Cl)Cl, predict the reaction product. The product is: [Cl:11][C:8]1[CH:9]=[CH:10][C:2]2[NH:1][C:13](=[O:15])[O:5][C:4](=[O:6])[C:3]=2[CH:7]=1.